This data is from Reaction yield outcomes from USPTO patents with 853,638 reactions. The task is: Predict the reaction yield, written as a fraction of the theoretical maximum amount of product (1.0 means a 100% yield; for example, 0.34 means a 34% yield). (1) The reactants are [S:1]1[CH:5]=[C:4]([CH2:6][NH:7][C@@H:8]([CH3:16])[CH:9]([O:13][CH2:14][CH3:15])[O:10][CH2:11][CH3:12])[C:3]2[CH:17]=[CH:18][CH:19]=[CH:20][C:2]1=2.[NH:21]([C:49]([O:51][CH2:52][CH:53]1[C:65]2[C:60](=[CH:61][CH:62]=[CH:63][CH:64]=2)[C:59]2[C:54]1=[CH:55][CH:56]=[CH:57][CH:58]=2)=[O:50])[C@H:22]([C:46](O)=[O:47])[CH2:23][C:24](=[O:45])[NH:25][C:26]([C:39]1[CH:44]=[CH:43][CH:42]=[CH:41][CH:40]=1)([C:33]1[CH:38]=[CH:37][CH:36]=[CH:35][CH:34]=1)[C:27]1[CH:32]=[CH:31][CH:30]=[CH:29][CH:28]=1.CN(C(ON1N=NC2C=CC=NC1=2)=[N+](C)C)C.F[P-](F)(F)(F)(F)F.CCN(C(C)C)C(C)C. The catalyst is CN(C=O)C.CC(=O)OCC.O. The product is [S:1]1[CH:5]=[C:4]([CH2:6][N:7]([C@@H:8]([CH3:16])[CH:9]([O:10][CH2:11][CH3:12])[O:13][CH2:14][CH3:15])[C:46](=[O:47])[C@@H:22]([NH:21][C:49](=[O:50])[O:51][CH2:52][CH:53]2[C:65]3[CH:64]=[CH:63][CH:62]=[CH:61][C:60]=3[C:59]3[C:54]2=[CH:55][CH:56]=[CH:57][CH:58]=3)[CH2:23][C:24](=[O:45])[NH:25][C:26]([C:33]2[CH:38]=[CH:37][CH:36]=[CH:35][CH:34]=2)([C:39]2[CH:44]=[CH:43][CH:42]=[CH:41][CH:40]=2)[C:27]2[CH:32]=[CH:31][CH:30]=[CH:29][CH:28]=2)[C:3]2[CH:17]=[CH:18][CH:19]=[CH:20][C:2]1=2. The yield is 0.560. (2) The reactants are [Br:1][C:2]1[CH:3]=[C:4]([N:11]2[CH2:14][CH:13](C(O)=O)[CH2:12]2)[C:5]2[C:6]([CH:10]=1)=[N:7][O:8][N:9]=2.[CH3:18][Mg+].[Br-].CCO[C:24]([CH3:26])=[O:25]. The catalyst is CO.OS(O)(=O)=O.C1COCC1. The product is [Br:1][C:2]1[CH:3]=[C:4]([N:11]2[CH2:14][CH:13]([C:24]([OH:25])([CH3:26])[CH3:18])[CH2:12]2)[C:5]2[C:6]([CH:10]=1)=[N:7][O:8][N:9]=2. The yield is 0.730. (3) The reactants are [NH2:1][CH:2]1[CH2:7][CH2:6][O:5][CH2:4][CH2:3]1.CC(C)([O-])C.[Na+].Br[C:15]1[CH:22]=[C:21]([N:23]2[C:31]3[CH2:30][C:29]([CH3:33])([CH3:32])[CH2:28][C:27](=[O:34])[C:26]=3[C:25]([C:35]([F:38])([F:37])[F:36])=[N:24]2)[CH:20]=[CH:19][C:16]=1[C:17]#[N:18]. The catalyst is C1(C)C=CC=CC=1.O.C(OCC)(=O)C.C([O-])(=O)C.[Pd+2].C([O-])(=O)C.C1C=CC(P(C2C=CC=CC=2)[C-]2C=CC=C2)=CC=1.C1C=CC(P(C2C=CC=CC=2)[C-]2C=CC=C2)=CC=1.[Fe+2]. The product is [CH3:32][C:29]1([CH3:33])[CH2:30][C:31]2[N:23]([C:21]3[CH:20]=[CH:19][C:16]([C:17]#[N:18])=[C:15]([NH:1][CH:2]4[CH2:7][CH2:6][O:5][CH2:4][CH2:3]4)[CH:22]=3)[N:24]=[C:25]([C:35]([F:37])([F:38])[F:36])[C:26]=2[C:27](=[O:34])[CH2:28]1. The yield is 0.490. (4) The reactants are [F:1][C:2]1[C:7]2[N:8]=C(C)[S:10][C:6]=2[C:5]([F:12])=[CH:4][C:3]=1[F:13].[ClH:14].O1CCOCC1. The catalyst is C(O)CO.[OH-].[Na+]. The product is [ClH:14].[NH2:8][C:7]1[C:2]([F:1])=[C:3]([F:13])[CH:4]=[C:5]([F:12])[C:6]=1[SH:10]. The yield is 0.730. (5) The reactants are [CH:1]1([CH2:6][CH:7]([N:11]2[C:16](=[O:17])[CH:15]=[C:14]([O:18][CH3:19])[CH:13]=[N:12]2)[C:8]([OH:10])=O)[CH2:5][CH2:4][CH2:3][CH2:2]1.[B-](F)(F)(F)F.CN(C(ON1C(=O)CCC1=O)=[N+](C)C)C.C(N(CC)C(C)C)(C)C.[S:49]1[CH:53]=[CH:52][N:51]=[C:50]1[NH2:54]. The catalyst is C(Cl)Cl. The product is [CH:1]1([CH2:6][CH:7]([N:11]2[C:16](=[O:17])[CH:15]=[C:14]([O:18][CH3:19])[CH:13]=[N:12]2)[C:8]([NH:54][C:50]2[S:49][CH:53]=[CH:52][N:51]=2)=[O:10])[CH2:2][CH2:3][CH2:4][CH2:5]1. The yield is 0.320. (6) The reactants are [Si:1]([O:8][CH2:9][C:10]1([CH3:38])[S:16][CH2:15][CH2:14][N:13]2[C:17]([C:20]3([C:23]4[CH:28]=[CH:27][C:26](B5OC(C)(C)C(C)(C)O5)=[CH:25][CH:24]=4)[CH2:22][CH2:21]3)=[N:18][N:19]=[C:12]2[CH2:11]1)([C:4]([CH3:7])([CH3:6])[CH3:5])([CH3:3])[CH3:2].Cl[C:40]1[C:45]([F:46])=[CH:44][CH:43]=[CH:42][N:41]=1.C(=O)([O-])[O-].[K+].[K+].C(=O)([O-])O.[Na+]. The catalyst is C(COC)OC.O.C1C=CC([P]([Pd]([P](C2C=CC=CC=2)(C2C=CC=CC=2)C2C=CC=CC=2)([P](C2C=CC=CC=2)(C2C=CC=CC=2)C2C=CC=CC=2)[P](C2C=CC=CC=2)(C2C=CC=CC=2)C2C=CC=CC=2)(C2C=CC=CC=2)C2C=CC=CC=2)=CC=1. The product is [Si:1]([O:8][CH2:9][C:10]1([CH3:38])[S:16][CH2:15][CH2:14][N:13]2[C:17]([C:20]3([C:23]4[CH:24]=[CH:25][C:26]([C:40]5[C:45]([F:46])=[CH:44][CH:43]=[CH:42][N:41]=5)=[CH:27][CH:28]=4)[CH2:21][CH2:22]3)=[N:18][N:19]=[C:12]2[CH2:11]1)([C:4]([CH3:7])([CH3:6])[CH3:5])([CH3:3])[CH3:2]. The yield is 0.680. (7) The catalyst is COCCOC. The product is [F:1][C:2]1[C:7]2[N:8]=[C:9]([CH2:11][C:12]3[C:20]4[C:15](=[CH:16][CH:17]=[CH:18][CH:19]=4)[N:14]([CH2:21][C:22]([OH:24])=[O:23])[CH:13]=3)[S:10][C:6]=2[C:5]([F:27])=[CH:4][C:3]=1[F:28]. The yield is 0.980. The reactants are [F:1][C:2]1[C:7]2[N:8]=[C:9]([CH2:11][C:12]3[C:20]4[C:15](=[CH:16][CH:17]=[CH:18][CH:19]=4)[N:14]([CH2:21][C:22]([O:24]CC)=[O:23])[CH:13]=3)[S:10][C:6]=2[C:5]([F:27])=[CH:4][C:3]=1[F:28].[OH-].[Na+].Cl.